From a dataset of Reaction yield outcomes from USPTO patents with 853,638 reactions. Predict the reaction yield, written as a fraction of the theoretical maximum amount of product (1.0 means a 100% yield; for example, 0.34 means a 34% yield). (1) The reactants are [CH3:1][O:2][C:3](=[O:31])[CH2:4][N:5]1[CH2:11][C:10]([CH2:12]S(C)(=O)=O)=[CH:9][CH2:8][CH:7]([NH:17][C:18]([C:20]2[C:29]3[C:24](=[CH:25][CH:26]=[CH:27][CH:28]=3)[CH:23]=[CH:22][N:21]=2)=[O:19])[C:6]1=[O:30].[N-:32]=[N+:33]=[N-:34].[Na+]. The catalyst is CN(C=O)C.O. The product is [CH3:1][O:2][C:3](=[O:31])[CH2:4][N:5]1[CH2:11][C:10]([CH2:12][N:32]=[N+:33]=[N-:34])=[CH:9][CH2:8][CH:7]([NH:17][C:18]([C:20]2[C:29]3[C:24](=[CH:25][CH:26]=[CH:27][CH:28]=3)[CH:23]=[CH:22][N:21]=2)=[O:19])[C:6]1=[O:30]. The yield is 0.590. (2) The reactants are [C:1]([O:5][C:6](=[O:23])[NH:7][CH2:8][CH:9]1[CH2:14][CH2:13][CH2:12][N:11]([C:15]2[C:20](Br)=[CH:19][N:18]=[C:17]([Cl:22])[N:16]=2)[CH2:10]1)([CH3:4])([CH3:3])[CH3:2].[CH3:24][N:25]1[CH:29]=[C:28](B2OC(C)(C)C(C)(C)O2)[CH:27]=[N:26]1.P([O-])([O-])([O-])=O.[K+].[K+].[K+].C(Cl)Cl.CC1CCCO1. The catalyst is O.C1C=CC(P(C2C=CC=CC=2)[C-]2C=CC=C2)=CC=1.C1C=CC(P(C2C=CC=CC=2)[C-]2C=CC=C2)=CC=1.Cl[Pd]Cl.[Fe+2]. The product is [C:1]([O:5][C:6](=[O:23])[NH:7][CH2:8][CH:9]1[CH2:14][CH2:13][CH2:12][N:11]([C:15]2[C:20]([C:28]3[CH:27]=[N:26][N:25]([CH3:24])[CH:29]=3)=[CH:19][N:18]=[C:17]([Cl:22])[N:16]=2)[CH2:10]1)([CH3:4])([CH3:3])[CH3:2]. The yield is 0.850. (3) The reactants are Cl[C:2]1[N:7]=[C:6]([N:8]([CH3:28])[CH2:9][CH2:10][CH2:11][O:12][C:13]2[CH:14]=[C:15]3[C:19](=[CH:20][CH:21]=2)[C@H:18]([CH2:22][C:23]([O:25][CH2:26][CH3:27])=[O:24])[CH2:17][CH2:16]3)[C:5]([F:29])=[CH:4][C:3]=1[C:30]#[N:31].C(=O)([O-])[O-].[Na+].[Na+].[CH3:38][O:39][C:40]1[CH:45]=[CH:44][C:43](B(O)O)=[CH:42][CH:41]=1.C(Cl)Cl. The catalyst is C1(C)C=CC=CC=1.C1C=CC(P(C2C=CC=CC=2)[C-]2C=CC=C2)=CC=1.C1C=CC(P(C2C=CC=CC=2)[C-]2C=CC=C2)=CC=1.Cl[Pd]Cl.[Fe+2].O.O1CCOCC1. The product is [C:30]([C:3]1[CH:4]=[C:5]([F:29])[C:6]([N:8]([CH3:28])[CH2:9][CH2:10][CH2:11][O:12][C:13]2[CH:14]=[C:15]3[C:19](=[CH:20][CH:21]=2)[C@H:18]([CH2:22][C:23]([O:25][CH2:26][CH3:27])=[O:24])[CH2:17][CH2:16]3)=[N:7][C:2]=1[C:43]1[CH:44]=[CH:45][C:40]([O:39][CH3:38])=[CH:41][CH:42]=1)#[N:31]. The yield is 0.880. (4) The reactants are C1(N=C=NC2CCCCC2)CCCCC1.[C:16]([O:20][CH2:21][CH2:22][CH2:23][CH2:24][CH2:25][CH2:26][CH2:27][CH2:28][CH2:29][CH2:30][CH2:31][C:32]1[CH:37]=[CH:36][C:35]([OH:38])=[CH:34][CH:33]=1)(=[O:19])[CH:17]=[CH2:18].[CH2:39]([C:45]1[CH:50]=[CH:49][CH:48]=[CH:47][C:46]=1O)[CH2:40][CH2:41][CH2:42][CH2:43][CH3:44].[C@H:52]1([C:61](O)=[O:62])[CH2:57][CH2:56][C@H:55]([C:58]([OH:60])=[O:59])[CH2:54][CH2:53]1. The catalyst is ClCCl. The product is [CH2:39]([C:45]1[CH:50]=[CH:49][C:48]([O:60][C:58]([C@H:55]2[CH2:56][CH2:57][C@H:52]([C:61]([O:38][C:35]3[CH:34]=[CH:33][C:32]([CH2:31][CH2:30][CH2:29][CH2:28][CH2:27][CH2:26][CH2:25][CH2:24][CH2:23][CH2:22][CH2:21][O:20][C:16](=[O:19])[CH:17]=[CH2:18])=[CH:37][CH:36]=3)=[O:62])[CH2:53][CH2:54]2)=[O:59])=[CH:47][CH:46]=1)[CH2:40][CH2:41][CH2:42][CH2:43][CH3:44]. The yield is 0.250. (5) The reactants are [CH2:1]([OH:4])[CH2:2][OH:3].[C:5](#[N:8])[CH:6]=[CH2:7].Cl. The catalyst is CO. The product is [CH2:1]([O:4][CH2:7][CH2:6][C:5]#[N:8])[CH2:2][O:3][CH2:7][CH2:6][C:5]#[N:8]. The yield is 0.399. (6) The reactants are [CH3:1][O:2][C:3]1[CH:4]=[C:5]2[C:10](=[CH:11][C:12]=1[O:13][CH3:14])[N:9]=[CH:8][CH:7]=[C:6]2[O:15][C:16]1[CH:22]=[CH:21][C:19]([NH2:20])=[C:18]([CH3:23])[C:17]=1[CH3:24].ClC(Cl)(O[C:29](=[O:35])OC(Cl)(Cl)Cl)Cl.[NH2:37][C:38]1[CH:43]=[CH:42][C:41]([Br:44])=[CH:40][N:39]=1.CO. The catalyst is C(Cl)(Cl)Cl.C(N(CC)CC)C.ClCCl. The product is [Br:44][C:41]1[CH:42]=[CH:43][C:38]([NH:37][C:29]([NH:20][C:19]2[CH:21]=[CH:22][C:16]([O:15][C:6]3[C:5]4[C:10](=[CH:11][C:12]([O:13][CH3:14])=[C:3]([O:2][CH3:1])[CH:4]=4)[N:9]=[CH:8][CH:7]=3)=[C:17]([CH3:24])[C:18]=2[CH3:23])=[O:35])=[N:39][CH:40]=1. The yield is 0.410. (7) The reactants are [CH3:1][O:2][C:3](=[O:21])[CH2:4][C:5]1[CH:14]=[C:13]2[C:8]([CH2:9][CH2:10][N:11](C(=O)C(F)(F)F)[CH2:12]2)=[CH:7][CH:6]=1.[BH4-].[Na+]. The yield is 0.910. The catalyst is CO. The product is [CH3:1][O:2][C:3](=[O:21])[CH2:4][C:5]1[CH:14]=[C:13]2[C:8]([CH2:9][CH2:10][NH:11][CH2:12]2)=[CH:7][CH:6]=1.